Task: Predict the reactants needed to synthesize the given product.. Dataset: Full USPTO retrosynthesis dataset with 1.9M reactions from patents (1976-2016) (1) The reactants are: [CH:1]1([C:4]2[CH:5]=[C:6]([N:13]3[C:17](=[O:18])[NH:16][N:15]=[N:14]3)[CH:7]=[C:8]([N+:10]([O-:12])=[O:11])[CH:9]=2)[CH2:3][CH2:2]1.[CH3:19]N(C=O)C.C([O-])([O-])=O.[K+].[K+].IC. Given the product [CH:1]1([C:4]2[CH:5]=[C:6]([N:13]3[C:17](=[O:18])[N:16]([CH3:19])[N:15]=[N:14]3)[CH:7]=[C:8]([N+:10]([O-:12])=[O:11])[CH:9]=2)[CH2:3][CH2:2]1, predict the reactants needed to synthesize it. (2) The reactants are: C[Mg+].[Br-].CCO[CH2:7][CH3:8].ClC1[C:11]2[N:12]([CH:16]=[C:17]([C:19]3[CH:24]=[CH:23][C:22]([F:25])=[CH:21][CH:20]=3)[N:18]=2)[CH:13]=[CH:14][N:15]=1.C1COCC1. Given the product [F:25][C:22]1[CH:21]=[CH:20][C:19]([C:17]2[N:18]=[C:11]3[C:7]([CH3:8])=[N:15][CH:14]=[CH:13][N:12]3[CH:16]=2)=[CH:24][CH:23]=1, predict the reactants needed to synthesize it. (3) Given the product [Cl:19][C:20]1[CH:21]=[C:22]([CH:25]=[CH:26][C:27]=1[F:28])[CH2:23][NH:24][C:14]([C:3]1[N:4]=[C:5]2[N:11]([CH3:12])[C:10](=[O:13])[CH2:9][N:6]2[C:7](=[O:8])[C:2]=1[OH:1])=[O:16], predict the reactants needed to synthesize it. The reactants are: [OH:1][C:2]1[C:7](=[O:8])[N:6]2[CH2:9][C:10](=[O:13])[N:11]([CH3:12])[C:5]2=[N:4][C:3]=1[C:14]([O:16]CC)=O.[Cl:19][C:20]1[CH:21]=[C:22]([CH:25]=[CH:26][C:27]=1[F:28])[CH2:23][NH2:24].